From a dataset of CYP1A2 inhibition data for predicting drug metabolism from PubChem BioAssay. Regression/Classification. Given a drug SMILES string, predict its absorption, distribution, metabolism, or excretion properties. Task type varies by dataset: regression for continuous measurements (e.g., permeability, clearance, half-life) or binary classification for categorical outcomes (e.g., BBB penetration, CYP inhibition). Dataset: cyp1a2_veith. (1) The drug is C=C(C)[C@@H]1[C@@H]2C(=O)O[C@H]1[C@H]1OC(=O)[C@@]34O[C@@H]3C[C@]2(O)[C@@]14C.CC(C)(O)[C@@H]1[C@@H]2C(=O)O[C@H]1[C@H]1OC(=O)[C@@]34O[C@@H]3C[C@]2(O)[C@@]14C. The result is 0 (non-inhibitor). (2) The molecule is Cc1cc(NCCO)c2ccccc2n1.Cl. The result is 0 (non-inhibitor). (3) The compound is Clc1ccc(-c2csc(N3CCC(c4ccccc4)C3)n2)cc1. The result is 1 (inhibitor). (4) The drug is CC(=O)NCCNc1ncnc2ccc(-c3ccccc3C#N)cc12. The result is 1 (inhibitor). (5) The compound is N=c1nc(N)nc(N)n1-c1ccc(S(N)(=O)=O)cc1. The result is 0 (non-inhibitor). (6) The drug is CCCCCn1c(=O)c(C(=O)c2ccccc2)nc2ccccc21. The result is 1 (inhibitor).